Task: Regression. Given two drug SMILES strings and cell line genomic features, predict the synergy score measuring deviation from expected non-interaction effect.. Dataset: NCI-60 drug combinations with 297,098 pairs across 59 cell lines (1) Drug 1: CC1=C2C(C(=O)C3(C(CC4C(C3C(C(C2(C)C)(CC1OC(=O)C(C(C5=CC=CC=C5)NC(=O)OC(C)(C)C)O)O)OC(=O)C6=CC=CC=C6)(CO4)OC(=O)C)O)C)O. Drug 2: CS(=O)(=O)CCNCC1=CC=C(O1)C2=CC3=C(C=C2)N=CN=C3NC4=CC(=C(C=C4)OCC5=CC(=CC=C5)F)Cl. Cell line: T-47D. Synergy scores: CSS=8.68, Synergy_ZIP=8.87, Synergy_Bliss=15.3, Synergy_Loewe=9.74, Synergy_HSA=9.93. (2) Drug 1: C1CN1P(=S)(N2CC2)N3CC3. Drug 2: C(CC(=O)O)C(=O)CN.Cl. Cell line: RPMI-8226. Synergy scores: CSS=33.3, Synergy_ZIP=-6.36, Synergy_Bliss=0.000679, Synergy_Loewe=-5.66, Synergy_HSA=4.21. (3) Drug 1: C1=CC(=CC=C1CCCC(=O)O)N(CCCl)CCCl. Drug 2: CC(C)CN1C=NC2=C1C3=CC=CC=C3N=C2N. Cell line: SF-268. Synergy scores: CSS=30.4, Synergy_ZIP=-6.20, Synergy_Bliss=-2.66, Synergy_Loewe=-4.47, Synergy_HSA=-4.45. (4) Drug 1: CC1=C2C(C(=O)C3(C(CC4C(C3C(C(C2(C)C)(CC1OC(=O)C(C(C5=CC=CC=C5)NC(=O)OC(C)(C)C)O)O)OC(=O)C6=CC=CC=C6)(CO4)OC(=O)C)OC)C)OC. Drug 2: C1CC(C1)(C(=O)O)C(=O)O.[NH2-].[NH2-].[Pt+2]. Cell line: M14. Synergy scores: CSS=46.5, Synergy_ZIP=-6.18, Synergy_Bliss=-6.38, Synergy_Loewe=-12.1, Synergy_HSA=-2.98. (5) Drug 1: C1=CC(=C2C(=C1NCCNCCO)C(=O)C3=C(C=CC(=C3C2=O)O)O)NCCNCCO. Drug 2: C1=CN(C(=O)N=C1N)C2C(C(C(O2)CO)O)O.Cl. Cell line: NCIH23. Synergy scores: CSS=71.6, Synergy_ZIP=-0.185, Synergy_Bliss=-1.08, Synergy_Loewe=1.32, Synergy_HSA=3.74.